This data is from Full USPTO retrosynthesis dataset with 1.9M reactions from patents (1976-2016). The task is: Predict the reactants needed to synthesize the given product. The reactants are: C(OC([N:8]1[CH2:13][CH2:12][CH2:11][CH:10]([CH2:14][N:15]2[CH2:20][CH2:19][N:18]([C:21](=[O:23])[CH3:22])[CH2:17][CH2:16]2)[CH:9]1[CH2:24][C:25]1[CH:30]=[CH:29][CH:28]=[CH:27][CH:26]=1)=O)(C)(C)C.FC(F)(F)C(O)=O.[OH-].[Na+]. Given the product [CH2:24]([CH:9]1[CH:10]([CH2:14][N:15]2[CH2:16][CH2:17][N:18]([C:21](=[O:23])[CH3:22])[CH2:19][CH2:20]2)[CH2:11][CH2:12][CH2:13][NH:8]1)[C:25]1[CH:30]=[CH:29][CH:28]=[CH:27][CH:26]=1, predict the reactants needed to synthesize it.